Dataset: Forward reaction prediction with 1.9M reactions from USPTO patents (1976-2016). Task: Predict the product of the given reaction. (1) Given the reactants [NH2:1][C:2]1[CH:10]=[CH:9][CH:8]=[C:7]2[C:3]=1[CH2:4][C:5](=[O:11])[NH:6]2.Br[CH2:13][C:14]([O:16][CH2:17][C:18]1[CH:23]=[CH:22][CH:21]=[CH:20][CH:19]=1)=[O:15].C(=O)([O-])[O-].[Cs+].[Cs+].[I-].[K+], predict the reaction product. The product is: [O:11]=[C:5]1[CH2:4][C:3]2[C:7](=[CH:8][CH:9]=[CH:10][C:2]=2[NH:1][CH2:13][C:14]([O:16][CH2:17][C:18]2[CH:23]=[CH:22][CH:21]=[CH:20][CH:19]=2)=[O:15])[NH:6]1. (2) The product is: [Cl:34][C:31]1[CH:32]=[CH:33][C:28](/[CH:27]=[N:26]/[NH:25][C:23]([C:12]2[CH:13]=[C:14]([N:17]3[CH2:18][CH2:19][CH2:20][CH2:21][CH2:22]3)[CH:15]=[CH:16][C:11]=2[NH:10][C:8]([C:7]2[CH:6]=[C:5]([CH:41]=[CH:40][CH:39]=2)[CH2:4][N:1]2[CH:48]=[C:47]([CH:43]([OH:42])[C:44]([OH:46])=[O:45])[N:3]=[N:2]2)=[O:9])=[O:24])=[CH:29][C:30]=1[C:35]([F:38])([F:36])[F:37]. Given the reactants [N:1]([CH2:4][C:5]1[CH:6]=[C:7]([CH:39]=[CH:40][CH:41]=1)[C:8]([NH:10][C:11]1[CH:16]=[CH:15][C:14]([N:17]2[CH2:22][CH2:21][CH2:20][CH2:19][CH2:18]2)=[CH:13][C:12]=1[C:23]([NH:25]/[N:26]=[CH:27]/[C:28]1[CH:33]=[CH:32][C:31]([Cl:34])=[C:30]([C:35]([F:38])([F:37])[F:36])[CH:29]=1)=[O:24])=[O:9])=[N+:2]=[N-:3].[OH:42][CH:43]([C:47]#[CH:48])[C:44]([OH:46])=[O:45], predict the reaction product. (3) The product is: [C:1]([C:3]1[CH:25]=[CH:24][C:6]([CH2:7][NH:8][C:9](=[O:23])[CH:10]([O:20][CH2:21][CH3:22])[C:11]2[CH:16]=[CH:15][C:14]([O:17][CH3:18])=[CH:13][C:12]=2[F:19])=[C:5]([O:26][C:28]2[CH:33]=[CH:32][C:31]([N+:34]([O-:36])=[O:35])=[CH:30][N:29]=2)[CH:4]=1)#[N:2]. Given the reactants [C:1]([C:3]1[CH:25]=[CH:24][C:6]([CH2:7][NH:8][C:9](=[O:23])[CH:10]([O:20][CH2:21][CH3:22])[C:11]2[CH:16]=[CH:15][C:14]([O:17][CH3:18])=[CH:13][C:12]=2[F:19])=[C:5]([OH:26])[CH:4]=1)#[N:2].Cl[C:28]1[CH:33]=[CH:32][C:31]([N+:34]([O-:36])=[O:35])=[CH:30][N:29]=1.C(=O)([O-])[O-].[Cs+].[Cs+], predict the reaction product. (4) Given the reactants [N+:1]([O-:4])(O)=[O:2].[Br:5][C:6]1[CH:14]=[C:13]2[C:9]([CH2:10][CH2:11][C:12]2=[O:15])=[CH:8][C:7]=1[NH:16][C:17](=[O:19])[CH3:18], predict the reaction product. The product is: [Br:5][C:6]1[CH:14]=[C:13]2[C:9]([CH2:10][CH2:11][C:12]2=[O:15])=[C:8]([N+:1]([O-:4])=[O:2])[C:7]=1[NH:16][C:17](=[O:19])[CH3:18].